Dataset: Catalyst prediction with 721,799 reactions and 888 catalyst types from USPTO. Task: Predict which catalyst facilitates the given reaction. (1) Reactant: C(OC(=O)[NH:7][CH:8]([CH2:24][N:25]1[CH2:30][CH2:29][O:28][CH2:27][CH2:26]1)[CH2:9][C:10]1[CH:15]=[CH:14][C:13]([O:16][CH2:17][C:18]2[CH:23]=[CH:22][CH:21]=[CH:20][CH:19]=2)=[CH:12][CH:11]=1)(C)(C)C.FC(F)(F)C(O)=O. Product: [CH2:17]([O:16][C:13]1[CH:14]=[CH:15][C:10]([CH2:9][C@H:8]([NH2:7])[CH2:24][N:25]2[CH2:30][CH2:29][O:28][CH2:27][CH2:26]2)=[CH:11][CH:12]=1)[C:18]1[CH:19]=[CH:20][CH:21]=[CH:22][CH:23]=1. The catalyst class is: 4. (2) The catalyst class is: 269. Reactant: [NH:1]([C:33](OC(C)(C)C)=[O:34])[C@H:2]([C:15]([NH:17][C@H:18]([C:29]([O:31][CH3:32])=[O:30])[CH2:19][C:20]1[C:28]2[C:23](=[CH:24][CH:25]=[CH:26][CH:27]=2)[NH:22][CH:21]=1)=[O:16])[CH2:3][CH2:4][C:5](=[O:14])[O:6][CH2:7][C:8]1[CH:13]=[CH:12][CH:11]=[CH:10][CH:9]=1.FC(F)(F)C(O)=O.CN1CCOCC1.[NH:54]([C:63]([O:65][CH2:66][CH:67]1[C:79]2[C:74](=[CH:75][CH:76]=[CH:77][CH:78]=2)[C:73]2[C:68]1=[CH:69][CH:70]=[CH:71][CH:72]=2)=[O:64])[C@H:55](C(O)=O)[C@H:56]([CH2:58][CH3:59])[CH3:57]. Product: [NH:54]([C:63]([O:65][CH2:66][CH:67]1[C:68]2[C:73](=[CH:72][CH:71]=[CH:70][CH:69]=2)[C:74]2[C:79]1=[CH:78][CH:77]=[CH:76][CH:75]=2)=[O:64])[C@H:55]([C:33]([NH:1][C@H:2]([C:15]([NH:17][C@H:18]([C:29]([O:31][CH3:32])=[O:30])[CH2:19][C:20]1[C:28]2[C:23](=[CH:24][CH:25]=[CH:26][CH:27]=2)[NH:22][CH:21]=1)=[O:16])[CH2:3][CH2:4][C:5](=[O:14])[O:6][CH2:7][C:8]1[CH:13]=[CH:12][CH:11]=[CH:10][CH:9]=1)=[O:34])[C@H:56]([CH2:58][CH3:59])[CH3:57]. (3) Reactant: FC(F)(F)C(O)=O.[Cl:8][C:9]1[CH:14]=[CH:13][C:12]([C:15]2([C:39]#[N:40])[CH:19]([CH2:20][C:21]([CH3:24])([CH3:23])[CH3:22])[NH:18][CH:17]([C:25]([OH:27])=O)[CH:16]2[C:28]2[CH:33]=[C:32]([Cl:34])[CH:31]=[CH:30][C:29]=2[O:35][CH2:36][CH2:37][OH:38])=[C:11]([F:41])[CH:10]=1.CC1(C)[O:47][C@@H:46]([CH2:48][CH2:49][NH2:50])[CH2:45][O:44]1.CN(C(ON1N=NC2C=CC=NC1=2)=[N+](C)C)C.F[P-](F)(F)(F)(F)F.CCN(C(C)C)C(C)C.Cl. Product: [OH:47][C@H:46]([CH2:45][OH:44])[CH2:48][CH2:49][NH:50][C:25]([CH:17]1[CH:16]([C:28]2[CH:33]=[C:32]([Cl:34])[CH:31]=[CH:30][C:29]=2[O:35][CH2:36][CH2:37][OH:38])[C:15]([C:12]2[CH:13]=[CH:14][C:9]([Cl:8])=[CH:10][C:11]=2[F:41])([C:39]#[N:40])[CH:19]([CH2:20][C:21]([CH3:22])([CH3:24])[CH3:23])[NH:18]1)=[O:27]. The catalyst class is: 539. (4) Reactant: Cl[C:2]1[C:11]([CH3:12])=[C:10]([Cl:13])[C:9]2[C:4](=[C:5]([F:14])[CH:6]=[CH:7][CH:8]=2)[N:3]=1.C([Sn](CCCC)(CCCC)[C:20]1[S:21][CH:22]=[CH:23][N:24]=1)CCC. Product: [Cl:13][C:10]1[C:9]2[C:4](=[C:5]([F:14])[CH:6]=[CH:7][CH:8]=2)[N:3]=[C:2]([C:20]2[S:21][CH:22]=[CH:23][N:24]=2)[C:11]=1[CH3:12]. The catalyst class is: 109. (5) Reactant: [CH3:1][C:2]1[CH:9]=[CH:8][C:5]([CH:6]=O)=[CH:4][N:3]=1.[NH2:10][OH:11]. Product: [CH3:1][C:2]1[CH:9]=[CH:8][C:5]([CH:6]=[N:10][OH:11])=[CH:4][N:3]=1. The catalyst class is: 5. (6) Reactant: [CH3:1][NH:2][CH2:3][CH2:4][CH2:5][CH2:6][O:7][C:8]1[CH:9]=[N:10][CH:11]=[CH:12][CH:13]=1.[O:14]=[C:15]([OH:27])[C@@H:16]([C@H:18]([C@H:20]([C@@H:22]([C:24]([OH:26])=[O:25])[OH:23])[OH:21])[OH:19])[OH:17].O. Product: [O:14]=[C:15]([OH:27])[C@@H:16]([C@H:18]([C@H:20]([C@@H:22]([C:24]([OH:26])=[O:25])[OH:23])[OH:21])[OH:19])[OH:17].[CH3:1][NH:2][CH2:3][CH2:4][CH2:5][CH2:6][O:7][C:8]1[CH:9]=[N:10][CH:11]=[CH:12][CH:13]=1.[CH3:1][NH:2][CH2:3][CH2:4][CH2:5][CH2:6][O:7][C:8]1[CH:9]=[N:10][CH:11]=[CH:12][CH:13]=1. The catalyst class is: 8. (7) Reactant: [CH3:1][C:2]1[CH:10]=[C:9]([CH3:11])[C:8]([C:12]2[NH:16][C:15]3[CH2:17][O:18][CH:19]([CH3:21])[CH2:20][C:14]=3[N:13]=2)=[CH:7][C:3]=1[C:4]([OH:6])=O.CCN=C=NCCCN(C)C.Cl.Cl.[NH:35]1[CH2:40][CH2:39][CH:38]([C:41]2[CH:48]=[CH:47][C:44]([C:45]#[N:46])=[CH:43][CH:42]=2)[CH2:37][CH2:36]1. Product: [CH3:1][C:2]1[CH:10]=[C:9]([CH3:11])[C:8]([C:12]2[NH:16][C:15]3[CH2:17][O:18][CH:19]([CH3:21])[CH2:20][C:14]=3[N:13]=2)=[CH:7][C:3]=1[C:4]([N:35]1[CH2:40][CH2:39][CH:38]([C:41]2[CH:48]=[CH:47][C:44]([C:45]#[N:46])=[CH:43][CH:42]=2)[CH2:37][CH2:36]1)=[O:6]. The catalyst class is: 546. (8) Reactant: C(OC([N:8]1[CH2:13][CH2:12][N:11]([CH2:14][C:15]2[N:20]=[C:19]3[N:21]=[C:22]([C:24]4[CH:29]=[CH:28][CH:27]=[C:26]([NH:30][C:31](=[O:41])[C:32]5[CH:37]=[CH:36][CH:35]=[C:34]([N:38]([CH3:40])[CH3:39])[CH:33]=5)[CH:25]=4)[O:23][C:18]3=[CH:17][CH:16]=2)[CH2:10][CH2:9]1)=O)(C)(C)C. Product: [CH3:39][N:38]([CH3:40])[C:34]1[CH:33]=[C:32]([CH:37]=[CH:36][CH:35]=1)[C:31]([NH:30][C:26]1[CH:27]=[CH:28][CH:29]=[C:24]([C:22]2[O:23][C:18]3[C:19]([N:21]=2)=[N:20][C:15]([CH2:14][N:11]2[CH2:10][CH2:9][NH:8][CH2:13][CH2:12]2)=[CH:16][CH:17]=3)[CH:25]=1)=[O:41]. The catalyst class is: 137.